From a dataset of Catalyst prediction with 721,799 reactions and 888 catalyst types from USPTO. Predict which catalyst facilitates the given reaction. (1) Reactant: [CH2:1]([O:4][C:5]1[CH:6]=[C:7]([CH2:15][CH2:16][N:17]2[C:22](=O)[CH2:21][C:20](=[O:24])[C:19]([C:25]([O:27]C)=[O:26])=[CH:18]2)[CH:8]=[CH:9][C:10]=1[O:11][CH2:12][CH2:13][CH3:14])[CH2:2][CH3:3].O=P(Cl)(Cl)Cl.C1COCC1.O.O.[OH-].[Li+]. Product: [CH2:1]([O:4][C:5]1[C:10]([O:11][CH2:12][CH2:13][CH3:14])=[CH:9][C:8]2[C:22]3[N:17]([CH2:16][CH2:15][C:7]=2[CH:6]=1)[CH:18]=[C:19]([C:25]([OH:27])=[O:26])[C:20](=[O:24])[CH:21]=3)[CH2:2][CH3:3]. The catalyst class is: 113. (2) The catalyst class is: 19. Reactant: C([O:8][C:9]1[CH:14]=[CH:13][C:12]([C@@H:15]2[CH2:20][CH2:19][N:18]([C:21]([O:23][C:24]([CH3:27])([CH3:26])[CH3:25])=[O:22])[CH2:17][C@H:16]2[OH:28])=[CH:11][C:10]=1[F:29])C1C=CC=CC=1. Product: [F:29][C:10]1[CH:11]=[C:12]([C@@H:15]2[CH2:20][CH2:19][N:18]([C:21]([O:23][C:24]([CH3:26])([CH3:25])[CH3:27])=[O:22])[CH2:17][C@H:16]2[OH:28])[CH:13]=[CH:14][C:9]=1[OH:8]. (3) Reactant: FC(F)(F)C(O)=O.[C:8]1([C:14]2[CH:19]=[C:18]([CH:20]3[CH2:25][CH2:24][NH:23][CH2:22][CH2:21]3)[CH:17]=[CH:16][C:15]=2[NH:26][C:27]([C:29]2[NH:30][CH:31]=[C:32]([C:34]#[N:35])[N:33]=2)=[O:28])[CH2:13][CH2:12][CH2:11][CH2:10][CH:9]=1.CCN(CC)CC.Cl.[C:44](Cl)(=[O:51])[C:45]1[CH:50]=[CH:49][CH:48]=[N:47][CH:46]=1.CO. Product: [C:8]1([C:14]2[CH:19]=[C:18]([CH:20]3[CH2:21][CH2:22][N:23]([C:44]([C:45]4[CH:46]=[N:47][CH:48]=[CH:49][CH:50]=4)=[O:51])[CH2:24][CH2:25]3)[CH:17]=[CH:16][C:15]=2[NH:26][C:27]([C:29]2[NH:30][CH:31]=[C:32]([C:34]#[N:35])[N:33]=2)=[O:28])[CH2:13][CH2:12][CH2:11][CH2:10][CH:9]=1. The catalyst class is: 91. (4) Reactant: [N-:1]=[N+:2]=[N-:3].[Na+].[Cl-].[NH4+].[CH3:7][C:8]([O:12][CH2:13][CH2:14][CH2:15][CH2:16][CH2:17][CH2:18][C:19]1[N:20]=[C:21]([C:25]2[CH:30]=[CH:29][C:28]([CH3:31])=[CH:27][CH:26]=2)[O:22][C:23]=1[CH3:24])([CH3:11])[C:9]#[N:10]. The catalyst class is: 9. Product: [CH3:11][C:8]([C:9]1[NH:10][N:3]=[N:2][N:1]=1)([O:12][CH2:13][CH2:14][CH2:15][CH2:16][CH2:17][CH2:18][C:19]1[N:20]=[C:21]([C:25]2[CH:30]=[CH:29][C:28]([CH3:31])=[CH:27][CH:26]=2)[O:22][C:23]=1[CH3:24])[CH3:7].